Dataset: Forward reaction prediction with 1.9M reactions from USPTO patents (1976-2016). Task: Predict the product of the given reaction. (1) Given the reactants [C:1]([C@@H:5]1[CH2:10][CH2:9][C@H:8]([C:11]([NH:13][CH:14]([C:17]2[C:18](=[O:29])[NH:19][C:20]([C:23]3[S:24][C:25]([Cl:28])=[CH:26][CH:27]=3)=[N:21][N:22]=2)[CH2:15][CH3:16])=O)[CH2:7][CH2:6]1)([CH3:4])([CH3:3])[CH3:2].P(Cl)(Cl)(Cl)=O, predict the reaction product. The product is: [C:1]([C@@H:5]1[CH2:10][CH2:9][C@H:8]([C:11]2[N:22]3[C:17]([C:18](=[O:29])[NH:19][C:20]([C:23]4[S:24][C:25]([Cl:28])=[CH:26][CH:27]=4)=[N:21]3)=[C:14]([CH2:15][CH3:16])[N:13]=2)[CH2:7][CH2:6]1)([CH3:4])([CH3:3])[CH3:2]. (2) Given the reactants C(O[C:4]([C:6]1[C:7]([OH:25])=[C:8]2[CH:16]=[CH:15][N:14]([CH2:17][C:18]3[CH:23]=[CH:22][C:21]([F:24])=[CH:20][CH:19]=3)[C:9]2=[C:10]([C:12]#[N:13])[N:11]=1)=[O:5])C.[NH2:26][CH2:27][C:28]([OH:30])=[O:29].C[O-].[Na+].CO, predict the reaction product. The product is: [C:12]([C:10]1[N:11]=[C:6]([C:4]([NH:26][CH2:27][C:28]([OH:30])=[O:29])=[O:5])[C:7]([OH:25])=[C:8]2[CH:16]=[CH:15][N:14]([CH2:17][C:18]3[CH:19]=[CH:20][C:21]([F:24])=[CH:22][CH:23]=3)[C:9]=12)#[N:13].